Dataset: Full USPTO retrosynthesis dataset with 1.9M reactions from patents (1976-2016). Task: Predict the reactants needed to synthesize the given product. (1) Given the product [NH:15]1[CH2:20][CH2:19][CH:18]([O:21][C:22]2[CH:23]=[CH:24][C:25]([C:28]3[CH2:33][CH2:32][N:31]([C:34]([O:36][CH2:37][C:38]4[CH:39]=[CH:40][CH:41]=[CH:42][CH:43]=4)=[O:35])[CH2:30][CH:29]=3)=[CH:26][CH:27]=2)[CH2:17][CH2:16]1, predict the reactants needed to synthesize it. The reactants are: FC(F)(F)C(O)=O.CC(OC([N:15]1[CH2:20][CH2:19][CH:18]([O:21][C:22]2[CH:27]=[CH:26][C:25]([C:28]3(O)[CH2:33][CH2:32][N:31]([C:34]([O:36][CH2:37][C:38]4[CH:43]=[CH:42][CH:41]=[CH:40][CH:39]=4)=[O:35])[CH2:30][CH2:29]3)=[CH:24][CH:23]=2)[CH2:17][CH2:16]1)=O)(C)C. (2) The reactants are: [F:1][C:2]1[CH:3]=[CH:4][C:5]([C:8](Cl)=[O:9])=[N:6][CH:7]=1.[OH-].[NH4+:12]. Given the product [F:1][C:2]1[CH:3]=[CH:4][C:5]([C:8]([NH2:12])=[O:9])=[N:6][CH:7]=1, predict the reactants needed to synthesize it. (3) Given the product [CH:35]1([C:32]2[CH:33]=[CH:34][C:29]([CH2:28][O:1][C:2]3[CH:3]=[C:4]4[C:8](=[CH:9][CH:10]=3)[N:7]3[CH2:11][CH2:12][CH2:13][CH:14]([CH2:15][C:16]([O:18][CH2:19][CH3:20])=[O:17])[C:6]3=[CH:5]4)=[CH:30][C:31]=2[C:40]([F:41])([F:42])[F:43])[CH2:36][CH2:37][CH2:38][CH2:39]1, predict the reactants needed to synthesize it. The reactants are: [OH:1][C:2]1[CH:3]=[C:4]2[C:8](=[CH:9][CH:10]=1)[N:7]1[CH2:11][CH2:12][CH2:13][CH:14]([CH2:15][C:16]([O:18][CH2:19][CH3:20])=[O:17])[C:6]1=[CH:5]2.C(=O)([O-])[O-].[Cs+].[Cs+].Cl[CH2:28][C:29]1[CH:34]=[CH:33][C:32]([CH:35]2[CH2:39][CH2:38][CH2:37][CH2:36]2)=[C:31]([C:40]([F:43])([F:42])[F:41])[CH:30]=1.